This data is from Forward reaction prediction with 1.9M reactions from USPTO patents (1976-2016). The task is: Predict the product of the given reaction. (1) Given the reactants [Si]([O:18][CH2:19][CH2:20][N:21]1[C:25]([NH:26][C:27](=[O:44])[C@@H:28]([NH:37][CH2:38][C:39]2[N:40]=[CH:41][S:42][CH:43]=2)[CH2:29][C:30]2[CH:35]=[CH:34][C:33]([F:36])=[CH:32][CH:31]=2)=[CH:24][C:23]([C:45]2[CH:50]=[CH:49][N:48]=[C:47]([NH:51][CH3:52])[CH:46]=2)=[N:22]1)(C(C)(C)C)(C1C=CC=CC=1)C1C=CC=CC=1.CCCC[N+](CCCC)(CCCC)CCCC.[F-], predict the reaction product. The product is: [F:36][C:33]1[CH:32]=[CH:31][C:30]([CH2:29][C@H:28]([NH:37][CH2:38][C:39]2[N:40]=[CH:41][S:42][CH:43]=2)[C:27]([NH:26][C:25]2[N:21]([CH2:20][CH2:19][OH:18])[N:22]=[C:23]([C:45]3[CH:50]=[CH:49][N:48]=[C:47]([NH:51][CH3:52])[CH:46]=3)[CH:24]=2)=[O:44])=[CH:35][CH:34]=1. (2) Given the reactants [F:1][C:2]([P:13](=[O:20])([O:17][CH2:18][CH3:19])[O:14][CH2:15][CH3:16])([F:12])[CH2:3][CH2:4][O:5][CH2:6][CH2:7][O:8][CH2:9][CH2:10]I.[N-:21]=[N+:22]=[N-:23].[Na+], predict the reaction product. The product is: [N:21]([CH2:10][CH2:9][O:8][CH2:7][CH2:6][O:5][CH2:4][CH2:3][C:2]([P:13](=[O:20])([O:17][CH2:18][CH3:19])[O:14][CH2:15][CH3:16])([F:12])[F:1])=[N+:22]=[N-:23].